This data is from Catalyst prediction with 721,799 reactions and 888 catalyst types from USPTO. The task is: Predict which catalyst facilitates the given reaction. (1) Reactant: C(OC([NH:11][CH:12]1[CH2:21][C:20]2[C:15](=[CH:16][CH:17]=[CH:18][CH:19]=2)[C:14](=[CH:22][C:23]([O:25][CH2:26][CH3:27])=[O:24])[CH2:13]1)=O)C1C=CC=CC=1. Product: [NH2:11][CH:12]1[CH2:21][C:20]2[C:15](=[CH:16][CH:17]=[CH:18][CH:19]=2)[CH:14]([CH2:22][C:23]([O:25][CH2:26][CH3:27])=[O:24])[CH2:13]1. The catalyst class is: 29. (2) Reactant: [CH2:1]([O:8][C@H:9]([CH3:33])[C@H:10]([NH:13][C:14]([C:27]1[CH:32]=[CH:31][CH:30]=[CH:29][CH:28]=1)([C:21]1[CH:26]=[CH:25][CH:24]=[CH:23][CH:22]=1)[C:15]1[CH:20]=[CH:19][CH:18]=[CH:17][CH:16]=1)[CH2:11][OH:12])[C:2]1[CH:7]=[CH:6][CH:5]=[CH:4][CH:3]=1.C(N(CC)CC)C.[Si:41](Cl)([C:44]([CH3:47])([CH3:46])[CH3:45])([CH3:43])[CH3:42]. Product: [CH2:1]([O:8][C@H:9]([CH3:33])[C@H:10]([NH:13][C:14]([C:27]1[CH:32]=[CH:31][CH:30]=[CH:29][CH:28]=1)([C:21]1[CH:22]=[CH:23][CH:24]=[CH:25][CH:26]=1)[C:15]1[CH:16]=[CH:17][CH:18]=[CH:19][CH:20]=1)[CH2:11][O:12][Si:41]([C:44]([CH3:47])([CH3:46])[CH3:45])([CH3:43])[CH3:42])[C:2]1[CH:3]=[CH:4][CH:5]=[CH:6][CH:7]=1. The catalyst class is: 64. (3) Reactant: [C:1]([O:5][C:6]([NH:8][C@@H:9]1[CH2:11][C@H:10]1[C:12]1[CH:13]=[C:14]([CH:19]=[CH:20][CH:21]=1)[C:15]([O:17]C)=[O:16])=[O:7])([CH3:4])([CH3:3])[CH3:2].[OH-].[Na+]. Product: [C:1]([O:5][C:6]([NH:8][C@@H:9]1[CH2:11][C@H:10]1[C:12]1[CH:13]=[C:14]([CH:19]=[CH:20][CH:21]=1)[C:15]([OH:17])=[O:16])=[O:7])([CH3:4])([CH3:2])[CH3:3]. The catalyst class is: 5. (4) Reactant: [Cl:1][C:2]1[C:3]([NH:22][CH:23]=O)=[CH:4][C:5]2[N:9]=[C:8]([CH2:10][CH3:11])[N:7]([C:12]3[CH:17]=[CH:16][C:15]([CH2:18][CH2:19][Cl:20])=[CH:14][CH:13]=3)[C:6]=2[CH:21]=1.S(C)C.CO.Cl. Product: [Cl:1][C:2]1[C:3]([NH:22][CH3:23])=[CH:4][C:5]2[N:9]=[C:8]([CH2:10][CH3:11])[N:7]([C:12]3[CH:13]=[CH:14][C:15]([CH2:18][CH2:19][Cl:20])=[CH:16][CH:17]=3)[C:6]=2[CH:21]=1. The catalyst class is: 1. (5) Reactant: [C:1]([C:5]1[CH:13]=[CH:12][C:8]([C:9]([OH:11])=O)=[CH:7][CH:6]=1)([CH3:4])([CH3:3])[CH3:2].CN(C(ON1N=NC2C=CC=NC1=2)=[N+](C)C)C.F[P-](F)(F)(F)(F)F.[NH2:38][C@@H:39]([CH2:47][C:48]1[CH:53]=[CH:52][C:51]([OH:54])=[CH:50][CH:49]=1)[C:40]([O:42][C:43]([CH3:46])([CH3:45])[CH3:44])=[O:41]. Product: [C:1]([C:5]1[CH:6]=[CH:7][C:8]([C:9]([NH:38][C@H:39]([C:40]([O:42][C:43]([CH3:46])([CH3:45])[CH3:44])=[O:41])[CH2:47][C:48]2[CH:53]=[CH:52][C:51]([OH:54])=[CH:50][CH:49]=2)=[O:11])=[CH:12][CH:13]=1)([CH3:2])([CH3:3])[CH3:4]. The catalyst class is: 499. (6) Reactant: [CH3:1][O:2][C:3](=[O:32])[C:4]1[CH:9]=[C:8]([O:10][CH:11]([CH3:13])[CH3:12])[CH:7]=[C:6]([C:14](=O)[C:15]2[CH:20]=[CH:19][C:18]([P:21]([O:27][CH:28]([CH3:30])[CH3:29])([O:23][CH:24]([CH3:26])[CH3:25])=[O:22])=[CH:17][CH:16]=2)[CH:5]=1.[BH4-].[Na+]. Product: [CH3:1][O:2][C:3](=[O:32])[C:4]1[CH:9]=[C:8]([O:10][CH:11]([CH3:12])[CH3:13])[CH:7]=[C:6]([CH2:14][C:15]2[CH:20]=[CH:19][C:18]([P:21]([O:23][CH:24]([CH3:26])[CH3:25])([O:27][CH:28]([CH3:29])[CH3:30])=[O:22])=[CH:17][CH:16]=2)[CH:5]=1. The catalyst class is: 5. (7) Reactant: C[O:2][C:3](=[O:39])[CH:4]([C:9]1[CH:14]=[C:13]([C:15]2[CH:20]=[CH:19][C:18]([C:21]([F:24])([F:23])[F:22])=[CH:17][CH:16]=2)[N:12]=[C:11]([C:25]2[CH:30]=[C:29]([C:31]([F:34])([F:33])[F:32])[CH:28]=[C:27]([C:35]([F:38])([F:37])[F:36])[CH:26]=2)[CH:10]=1)[CH2:5][CH:6]([CH3:8])[CH3:7].C(O)(=O)CC(CC(O)=O)(C(O)=O)O. Product: [F:33][C:31]([F:32])([F:34])[C:29]1[CH:30]=[C:25]([C:11]2[CH:10]=[C:9]([CH:4]([CH2:5][CH:6]([CH3:8])[CH3:7])[C:3]([OH:39])=[O:2])[CH:14]=[C:13]([C:15]3[CH:16]=[CH:17][C:18]([C:21]([F:22])([F:24])[F:23])=[CH:19][CH:20]=3)[N:12]=2)[CH:26]=[C:27]([C:35]([F:36])([F:37])[F:38])[CH:28]=1. The catalyst class is: 821.